Dataset: Forward reaction prediction with 1.9M reactions from USPTO patents (1976-2016). Task: Predict the product of the given reaction. (1) Given the reactants [Cl:1][C:2]1[NH:6][C:5]2[CH:7]=[CH:8][CH:9]=[CH:10][C:4]=2[N:3]=1.[H-].[Na+].[Cl:13][C:14]1[CH:19]=[C:18](Cl)[N:17]=[CH:16][N:15]=1.O, predict the reaction product. The product is: [Cl:1][C:2]1[N:6]([C:18]2[CH:19]=[C:14]([Cl:13])[N:15]=[CH:16][N:17]=2)[C:5]2[CH:7]=[CH:8][CH:9]=[CH:10][C:4]=2[N:3]=1. (2) Given the reactants [CH2:1]([O:3][C:4](=[O:13])[CH2:5][CH:6]([CH:11]=O)[C:7]([F:10])([F:9])[F:8])[CH3:2].[F:14][C:15]([F:29])([F:28])[C:16]1[CH:17]=[C:18]([CH:22]2[CH2:27][CH2:26][CH2:25][NH:24][CH2:23]2)[CH:19]=[CH:20][CH:21]=1.C(O)(=O)C.C(O[BH-](OC(=O)C)OC(=O)C)(=O)C.[Na+], predict the reaction product. The product is: [CH2:1]([O:3][C:4](=[O:13])[CH2:5][CH:6]([CH2:11][N:24]1[CH2:25][CH2:26][CH2:27][CH:22]([C:18]2[CH:19]=[CH:20][CH:21]=[C:16]([C:15]([F:14])([F:28])[F:29])[CH:17]=2)[CH2:23]1)[C:7]([F:10])([F:9])[F:8])[CH3:2]. (3) Given the reactants [C:1](Cl)(=O)C.[Cl:5][C:6]1[N:11]=[CH:10][C:9]([CH2:12][C:13]([OH:15])=[O:14])=[CH:8][CH:7]=1, predict the reaction product. The product is: [Cl:5][C:6]1[N:11]=[CH:10][C:9]([CH2:12][C:13]([O:15][CH3:1])=[O:14])=[CH:8][CH:7]=1. (4) Given the reactants [Br:1][C:2]1[CH:10]=[CH:9][C:5]([C:6]([OH:8])=[O:7])=[CH:4][C:3]=1[S:11]([Cl:14])(=[O:13])=[O:12].O=S(Cl)Cl.[CH3:19]O, predict the reaction product. The product is: [Br:1][C:2]1[CH:10]=[CH:9][C:5]([C:6]([O:8][CH3:19])=[O:7])=[CH:4][C:3]=1[S:11]([Cl:14])(=[O:12])=[O:13]. (5) Given the reactants [CH2:1]([NH:3][C:4]([C:6]1[CH:10]=[CH:9][NH:8][CH:7]=1)=[O:5])[CH3:2].[H-].[Na+].[C:13]([C:17]1[N:21]([CH2:22][CH:23]2[CH2:28][CH2:27][O:26][CH2:25][CH2:24]2)[C:20]2[CH:29]=[CH:30][C:31]([S:33](Cl)(=[O:35])=[O:34])=[CH:32][C:19]=2[N:18]=1)([CH3:16])([CH3:15])[CH3:14], predict the reaction product. The product is: [C:13]([C:17]1[N:21]([CH2:22][CH:23]2[CH2:24][CH2:25][O:26][CH2:27][CH2:28]2)[C:20]2[CH:29]=[CH:30][C:31]([S:33]([N:8]3[CH:9]=[CH:10][C:6]([C:4]([NH:3][CH2:1][CH3:2])=[O:5])=[CH:7]3)(=[O:34])=[O:35])=[CH:32][C:19]=2[N:18]=1)([CH3:16])([CH3:14])[CH3:15]. (6) Given the reactants [Cl:1][C:2]1[CH:3]=[CH:4][C:5]2[NH:11][C:10](=[O:12])[CH:9]([CH2:13][C:14]([OH:16])=[O:15])[S:8][CH:7]([C:17]3[CH:22]=[CH:21][CH:20]=[C:19]([O:23][CH3:24])[C:18]=3[O:25][CH3:26])[C:6]=2[CH:27]=1.S(=O)(=O)(O)O.[CH3:33]O, predict the reaction product. The product is: [Cl:1][C:2]1[CH:3]=[CH:4][C:5]2[NH:11][C:10](=[O:12])[C@@H:9]([CH2:13][C:14]([O:16][CH3:33])=[O:15])[S:8][C@@H:7]([C:17]3[CH:22]=[CH:21][CH:20]=[C:19]([O:23][CH3:24])[C:18]=3[O:25][CH3:26])[C:6]=2[CH:27]=1. (7) Given the reactants [Br:1][C:2]1[CH:7]=[CH:6][C:5]([S:8](Cl)(=[O:10])=[O:9])=[CH:4][CH:3]=1.[CH2:12]([OH:17])[C:13]([CH3:16])([CH3:15])[CH3:14], predict the reaction product. The product is: [CH3:14][C:13]([CH3:16])([CH3:15])[CH2:12][O:17][S:8]([C:5]1[CH:6]=[CH:7][C:2]([Br:1])=[CH:3][CH:4]=1)(=[O:10])=[O:9]. (8) The product is: [NH2:7][C@@H:8]([C@@H:9]([CH3:12])[CH2:10][CH3:11])[CH2:13][N:14]([C:26]1[CH:31]=[CH:30][C:29]([C:32]2[CH:33]=[CH:34][C:35]([CH2:38][O:39][CH3:40])=[CH:36][CH:37]=2)=[CH:28][CH:27]=1)[C:15]([C@@H:17]1[CH2:19][C@H:18]1[C:20]1[CH:25]=[CH:24][CH:23]=[CH:22][N:21]=1)=[O:16]. Given the reactants C(OC(=O)[NH:7][C@H:8]([CH2:13][N:14]([C:26]1[CH:31]=[CH:30][C:29]([C:32]2[CH:37]=[CH:36][C:35]([CH2:38][O:39][CH3:40])=[CH:34][CH:33]=2)=[CH:28][CH:27]=1)[C:15]([CH:17]1[CH2:19][CH:18]1[C:20]1[CH:25]=[CH:24][CH:23]=[CH:22][N:21]=1)=[O:16])[C@@H:9]([CH3:12])[CH2:10][CH3:11])(C)(C)C.ClCCl.Cl, predict the reaction product. (9) Given the reactants [F:1][C:2]1[CH:7]=[C:6]([N:8]2[CH2:11][C:10]3([CH2:14][NH:13][CH2:12]3)[CH2:9]2)[CH:5]=[CH:4][C:3]=1[C:15]1[C:20]([C:21]([F:24])([F:23])[F:22])=[CH:19][C:18]([F:25])=[C:17]([CH2:26][O:27][C:28]2[N:33]=[CH:32][C:31]3[C@@H:34]4[C@@H:37]([C:38]([O:40][CH2:41][CH3:42])=[O:39])[C@@H:35]4[CH2:36][C:30]=3[CH:29]=2)[CH:16]=1.CCN(CC)CC.[CH3:50][S:51](Cl)(=[O:53])=[O:52].O, predict the reaction product. The product is: [F:1][C:2]1[CH:7]=[C:6]([N:8]2[CH2:11][C:10]3([CH2:14][N:13]([S:51]([CH3:50])(=[O:53])=[O:52])[CH2:12]3)[CH2:9]2)[CH:5]=[CH:4][C:3]=1[C:15]1[C:20]([C:21]([F:23])([F:24])[F:22])=[CH:19][C:18]([F:25])=[C:17]([CH2:26][O:27][C:28]2[N:33]=[CH:32][C:31]3[C@@H:34]4[C@@H:37]([C:38]([O:40][CH2:41][CH3:42])=[O:39])[C@@H:35]4[CH2:36][C:30]=3[CH:29]=2)[CH:16]=1. (10) Given the reactants Cl[C:2]1[N:3]=[C:4]([NH:13][C:14]2[CH:19]=[CH:18][CH:17]=[C:16]([S:20]([CH3:23])(=[O:22])=[O:21])[CH:15]=2)[C:5]([C:10]([NH2:12])=[O:11])=[N:6][C:7]=1[CH2:8][CH3:9].[NH2:24][CH2:25][C:26]1([NH2:32])[CH2:31][CH2:30][CH2:29][CH2:28][CH2:27]1.CN1C(=O)CCC1.C(OCC)(=O)C, predict the reaction product. The product is: [NH2:32][C:26]1([CH2:25][NH:24][C:2]2[N:3]=[C:4]([NH:13][C:14]3[CH:19]=[CH:18][CH:17]=[C:16]([S:20]([CH3:23])(=[O:22])=[O:21])[CH:15]=3)[C:5]([C:10]([NH2:12])=[O:11])=[N:6][C:7]=2[CH2:8][CH3:9])[CH2:31][CH2:30][CH2:29][CH2:28][CH2:27]1.